The task is: Predict the product of the given reaction.. This data is from Forward reaction prediction with 1.9M reactions from USPTO patents (1976-2016). (1) The product is: [Cl:1][C:2]1[CH:3]=[C:4]([F:31])[C:5]([C:25]2[N:29]=[C:28]([CH3:30])[O:27][N:26]=2)=[C:6]([C:8]2[CH:9]=[C:10]3[C:14](=[C:15]([F:17])[CH:16]=2)[CH:13]([NH:18][C:19]([C:21]2([NH:24][C:38]([C:35]4[CH:36]=[CH:37][N:32]=[N:33][CH:34]=4)=[O:39])[CH2:23][CH2:22]2)=[O:20])[CH2:12][CH2:11]3)[CH:7]=1. Given the reactants [Cl:1][C:2]1[CH:3]=[C:4]([F:31])[C:5]([C:25]2[N:29]=[C:28]([CH3:30])[O:27][N:26]=2)=[C:6]([C:8]2[CH:9]=[C:10]3[C:14](=[C:15]([F:17])[CH:16]=2)[CH:13]([NH:18][C:19]([C:21]2([NH2:24])[CH2:23][CH2:22]2)=[O:20])[CH2:12][CH2:11]3)[CH:7]=1.[N:32]1[CH:37]=[CH:36][C:35]([C:38](O)=[O:39])=[CH:34][N:33]=1, predict the reaction product. (2) Given the reactants [Cl:1][C:2]1[C:11]([S:12]([NH:15][CH:16]2[CH2:18][CH2:17]2)(=[O:14])=[O:13])=[CH:10][CH:9]=[CH:8][C:3]=1[C:4]([O:6]C)=[O:5].[OH-].[Na+], predict the reaction product. The product is: [Cl:1][C:2]1[C:11]([S:12]([NH:15][CH:16]2[CH2:17][CH2:18]2)(=[O:14])=[O:13])=[CH:10][CH:9]=[CH:8][C:3]=1[C:4]([OH:6])=[O:5]. (3) Given the reactants [CH2:1]([O:8][C:9]([NH:11][C@@H:12]([C:16]([SH:19])([CH3:18])[CH3:17])[C:13]([OH:15])=O)=[O:10])[C:2]1[CH:7]=[CH:6][CH:5]=[CH:4][CH:3]=1.C1C=CC2N(O)N=NC=2C=1.C(Cl)CCl.[CH2:34]([O:36][CH:37]([O:42][CH2:43][CH3:44])[CH2:38][CH2:39][CH2:40][NH2:41])[CH3:35], predict the reaction product. The product is: [CH2:43]([O:42][CH:37]([O:36][CH2:34][CH3:35])[CH2:38][CH2:39][CH2:40][NH:41][C:13](=[O:15])[C@@H:12]([NH:11][C:9](=[O:10])[O:8][CH2:1][C:2]1[CH:3]=[CH:4][CH:5]=[CH:6][CH:7]=1)[C:16]([SH:19])([CH3:18])[CH3:17])[CH3:44]. (4) Given the reactants C(N(CC)CC)C.[CH3:8][S:9](Cl)(=[O:11])=[O:10].[F:13][C:14]([F:64])([F:63])[C:15]([O:24][CH2:25][C:26]([CH2:48][O:49][C:50]([C:59]([F:62])([F:61])[F:60])([C:55]([F:58])([F:57])[F:56])[C:51]([F:54])([F:53])[F:52])([CH2:33][O:34][C:35]([C:44]([F:47])([F:46])[F:45])([C:40]([F:43])([F:42])[F:41])[C:36]([F:39])([F:38])[F:37])[CH2:27][O:28][CH2:29][CH2:30][CH2:31][OH:32])([C:20]([F:23])([F:22])[F:21])[C:16]([F:19])([F:18])[F:17].C(Cl)Cl, predict the reaction product. The product is: [CH3:8][S:9]([O:32][CH2:31][CH2:30][CH2:29][O:28][CH2:27][C:26]([CH2:33][O:34][C:35]([C:36]([F:39])([F:38])[F:37])([C:40]([F:41])([F:42])[F:43])[C:44]([F:47])([F:46])[F:45])([CH2:48][O:49][C:50]([C:51]([F:52])([F:53])[F:54])([C:55]([F:56])([F:57])[F:58])[C:59]([F:60])([F:61])[F:62])[CH2:25][O:24][C:15]([C:16]([F:19])([F:18])[F:17])([C:20]([F:23])([F:22])[F:21])[C:14]([F:63])([F:64])[F:13])(=[O:11])=[O:10]. (5) Given the reactants [Br:1][C:2]1[CH:7]=[C:6]([F:8])[CH:5]=[CH:4][C:3]=1I.C([Mg]Cl)(C)C.[C:15](=[C:18]1C(=O)OC(C)(C)[O:20][C:19]1=[O:27])([CH3:17])[CH3:16], predict the reaction product. The product is: [Br:1][C:2]1[CH:7]=[C:6]([F:8])[CH:5]=[CH:4][C:3]=1[C:15]([CH3:17])([CH3:16])[CH2:18][C:19]([OH:27])=[O:20]. (6) Given the reactants [C:1]([O:5][C:6](=[O:34])[NH:7][C:8]1([C:12]2[CH:17]=[CH:16][C:15]([C:18]3[C:23]([C:24]4[CH:29]=[CH:28][CH:27]=[CH:26][CH:25]=4)=[CH:22][N:21]4[C:30](Br)=[CH:31][N:32]=[C:20]4[N:19]=3)=[CH:14][CH:13]=2)[CH2:11][CH2:10][CH2:9]1)([CH3:4])([CH3:3])[CH3:2].[C:35]1(B(O)O)[CH:40]=[CH:39][CH:38]=[CH:37][CH:36]=1.[O:44]1CCOC[CH2:45]1, predict the reaction product. The product is: [C:1]([O:5][C:6](=[O:34])[NH:7][C:8]1([C:12]2[CH:17]=[CH:16][C:15]([C:18]3[C:23]([C:24]4[CH:29]=[CH:28][CH:27]=[CH:26][CH:25]=4)=[CH:22][N:21]4[C:30]([C:36]5[CH:37]=[CH:38][CH:39]=[CH:40][C:35]=5[O:44][CH3:45])=[CH:31][N:32]=[C:20]4[N:19]=3)=[CH:14][CH:13]=2)[CH2:11][CH2:10][CH2:9]1)([CH3:4])([CH3:3])[CH3:2]. (7) Given the reactants [Cl:1][C:2]1[N:3]=[C:4](Cl)[C:5]2[N:10]=[CH:9][S:8][C:6]=2[N:7]=1.[CH3:12][O:13][C:14]1[CH:15]=[CH:16][C:17]([NH2:22])=[N:18][C:19]=1[O:20][CH3:21].CCN(C(C)C)C(C)C.O, predict the reaction product. The product is: [Cl:1][C:2]1[N:3]=[C:4]([NH:22][C:17]2[CH:16]=[CH:15][C:14]([O:13][CH3:12])=[C:19]([O:20][CH3:21])[N:18]=2)[C:5]2[N:10]=[CH:9][S:8][C:6]=2[N:7]=1. (8) Given the reactants Cl[C:2]1[O:3][C:4]([N:9]2[CH2:14][CH2:13][O:12][CH2:11][CH2:10]2)=[CH:5][C:6](=[O:8])[CH:7]=1.[CH:15]1[C:28]2[S:27][C:26]3[C:21](=[CH:22][CH:23]=[CH:24][CH:25]=3)[O:20][C:19]=2[C:18](B(O)O)=[CH:17][CH:16]=1.C(=O)([O-])[O-].[K+].[K+].N#N, predict the reaction product. The product is: [CH:15]1[C:28]2[S:27][C:26]3[C:21](=[CH:22][CH:23]=[CH:24][CH:25]=3)[O:20][C:19]=2[C:18]([C:2]2[O:3][C:4]([N:9]3[CH2:14][CH2:13][O:12][CH2:11][CH2:10]3)=[CH:5][C:6](=[O:8])[CH:7]=2)=[CH:17][CH:16]=1. (9) Given the reactants [NH2:1][C:2]1[N:10]=[CH:9][CH:8]=[CH:7][C:3]=1[C:4]([OH:6])=O.C(Cl)CCl.C1C=CC2N(O)N=NC=2C=1.C(N(CC)CC)C.[CH2:32]([O:34][C:35](=[O:45])[C@H:36]([CH2:38][C:39]1[CH:44]=[CH:43][CH:42]=[CH:41][CH:40]=1)[NH2:37])[CH3:33], predict the reaction product. The product is: [NH2:1][C:2]1[N:10]=[CH:9][CH:8]=[CH:7][C:3]=1[C:4]([NH:37][C@@H:36]([CH2:38][C:39]1[CH:40]=[CH:41][CH:42]=[CH:43][CH:44]=1)[C:35]([O:34][CH2:32][CH3:33])=[O:45])=[O:6]. (10) The product is: [Cl:4][C:5]1[CH:10]=[C:9]([OH:11])[CH:8]=[C:7]([Cl:13])[C:6]=1[N:14]1[CH2:19][CH2:18][N:17]([C:20]2[CH:25]=[CH:24][CH:23]=[C:22]([C:26]([F:28])([F:27])[F:29])[CH:21]=2)[CH2:16][CH2:15]1. Given the reactants C[S-].[Na+].[Cl:4][C:5]1[CH:10]=[C:9]([O:11]C)[CH:8]=[C:7]([Cl:13])[C:6]=1[N:14]1[CH2:19][CH2:18][N:17]([C:20]2[CH:25]=[CH:24][CH:23]=[C:22]([C:26]([F:29])([F:28])[F:27])[CH:21]=2)[CH2:16][CH2:15]1.O.Cl, predict the reaction product.